Dataset: Forward reaction prediction with 1.9M reactions from USPTO patents (1976-2016). Task: Predict the product of the given reaction. Given the reactants [F:1][C:2]([F:19])([F:18])[CH2:3][CH2:4][O:5][C:6]1[CH:7]=[CH:8][C:9]2[N:10]([C:12]([C:15]([OH:17])=O)=[CH:13][N:14]=2)[N:11]=1.C(Cl)(=O)C(Cl)=O.[NH2:26][C:27]1[CH:28]=[N:29][CH:30]=[CH:31][CH:32]=1.CCN(C(C)C)C(C)C, predict the reaction product. The product is: [N:29]1[CH:30]=[CH:31][CH:32]=[C:27]([NH:26][C:15]([C:12]2[N:10]3[N:11]=[C:6]([O:5][CH2:4][CH2:3][C:2]([F:1])([F:19])[F:18])[CH:7]=[CH:8][C:9]3=[N:14][CH:13]=2)=[O:17])[CH:28]=1.